From a dataset of Reaction yield outcomes from USPTO patents with 853,638 reactions. Predict the reaction yield, written as a fraction of the theoretical maximum amount of product (1.0 means a 100% yield; for example, 0.34 means a 34% yield). (1) The reactants are [CH2:1]([O:3][C:4]1[CH:9]=[C:8]([N+:10]([O-])=O)[CH:7]=[CH:6][C:5]=1[O:13][CH3:14])[CH3:2].[H][H]. The catalyst is C(OCC)(=O)C.[Pd]. The product is [CH2:1]([O:3][C:4]1[CH:9]=[C:8]([NH2:10])[CH:7]=[CH:6][C:5]=1[O:13][CH3:14])[CH3:2]. The yield is 0.980. (2) The reactants are C1(O[C:8](=[O:44])[NH:9][C:10]2([C:35]3[C:36]([O:41][CH2:42][CH3:43])=[N:37][CH:38]=[CH:39][CH:40]=3)[C:18]3[C:13](=[CH:14][CH:15]=[C:16]([C:19]#[N:20])[CH:17]=3)[N:12]([S:21]([C:24]3[CH:29]=[CH:28][C:27]([O:30][CH3:31])=[CH:26][C:25]=3[O:32][CH3:33])(=[O:23])=[O:22])[C:11]2=[O:34])C=CC=CC=1.[CH3:45][N:46]1[CH2:51][CH2:50][CH:49]([N:52]2[CH2:57][CH2:56][NH:55][CH2:54][CH2:53]2)[CH2:48][CH2:47]1.C1COCC1.C(O)(C(F)(F)F)=O. The catalyst is C(#N)C.O. The product is [C:19]([C:16]1[CH:17]=[C:18]2[C:13](=[CH:14][CH:15]=1)[N:12]([S:21]([C:24]1[CH:29]=[CH:28][C:27]([O:30][CH3:31])=[CH:26][C:25]=1[O:32][CH3:33])(=[O:22])=[O:23])[C:11](=[O:34])[C:10]2([NH:9][C:8]([N:55]1[CH2:54][CH2:53][N:52]([CH:49]2[CH2:50][CH2:51][N:46]([CH3:45])[CH2:47][CH2:48]2)[CH2:57][CH2:56]1)=[O:44])[C:35]1[C:36]([O:41][CH2:42][CH3:43])=[N:37][CH:38]=[CH:39][CH:40]=1)#[N:20]. The yield is 0.210. (3) The reactants are [Cl:1][C:2]1[N:3]=[C:4]([N:13]2[CH2:18][CH2:17][O:16][CH2:15][CH2:14]2)[C:5]2[S:10][C:9]([CH:11]=O)=[CH:8][C:6]=2[N:7]=1.C1COCC1.[CH3:24][NH2:25]. The catalyst is C1(C)C=CC=CC=1.O. The product is [Cl:1][C:2]1[N:3]=[C:4]([N:13]2[CH2:18][CH2:17][O:16][CH2:15][CH2:14]2)[C:5]2[S:10][C:9]([CH2:11][NH:25][CH3:24])=[CH:8][C:6]=2[N:7]=1. The yield is 0.530.